From a dataset of Full USPTO retrosynthesis dataset with 1.9M reactions from patents (1976-2016). Predict the reactants needed to synthesize the given product. (1) Given the product [CH3:13][N:14]([CH3:18])[C:15]([O:12][C:4]1[CH:3]=[C:2]([F:1])[CH:11]=[CH:10][C:5]=1[C:6]([O:8][CH3:9])=[O:7])=[S:16], predict the reactants needed to synthesize it. The reactants are: [F:1][C:2]1[CH:3]=[C:4]([OH:12])[C:5](=[CH:10][CH:11]=1)[C:6]([O:8][CH3:9])=[O:7].[CH3:13][N:14]([CH3:18])[C:15](Cl)=[S:16].N12CCN(CC1)CC2.C(OCC)(=O)C. (2) Given the product [C:3]([C:5]1[N:6]=[C:7]([CH2:11][N:12]2[CH2:16][CH2:15][N:14]([C@@H:17]([C:18]([CH3:19])([CH3:21])[CH3:20])[C:22]([O:24][C:25]([CH3:28])([CH3:27])[CH3:26])=[O:23])[C:13]2=[O:29])[CH:8]=[CH:9][CH:10]=1)(=[O:4])[CH3:30], predict the reactants needed to synthesize it. The reactants are: CO[C:3]([C:5]1[CH:10]=[CH:9][CH:8]=[C:7]([CH2:11][N:12]2[CH2:16][CH2:15][N:14]([C@H:17]([C:22]([O:24][C:25]([CH3:28])([CH3:27])[CH3:26])=[O:23])[C:18]([CH3:21])([CH3:20])[CH3:19])[C:13]2=[O:29])[N:6]=1)=[O:4].[CH3:30][Mg]Br. (3) Given the product [C:21]1([C:27]2[O:13][C:8]3[CH:9]=[CH:10][CH:11]=[CH:12][C:7]=3[C:29](=[O:30])[CH:28]=2)[CH:26]=[CH:25][CH:24]=[CH:23][CH:22]=1, predict the reactants needed to synthesize it. The reactants are: C([Li])CCC.I[C:7]1[CH:12]=[CH:11][CH:10]=[CH:9][C:8]=1[OH:13].C(=O)=O.CC(C)=O.[C:21]1([C:27]#[C:28][C:29](Cl)=[O:30])[CH:26]=[CH:25][CH:24]=[CH:23][CH:22]=1. (4) Given the product [NH2:8][C:9]1[C:14]2[N:15]=[C:16]([OH:26])[N:17]([CH2:18][CH2:19][C:20]3[CH:21]=[CH:22][CH:23]=[CH:24][CH:25]=3)[C:13]=2[CH:12]=[C:11]([CH2:27][CH2:28][CH2:29][CH2:30][CH3:31])[N:10]=1, predict the reactants needed to synthesize it. The reactants are: COC1C=CC(C[N:8](CC2C=CC(OC)=CC=2)[C:9]2[C:14]3[N:15]=[C:16]([OH:26])[N:17]([CH2:18][CH2:19][C:20]4[CH:25]=[CH:24][CH:23]=[CH:22][CH:21]=4)[C:13]=3[CH:12]=[C:11]([CH2:27][CH2:28][CH2:29][CH2:30][CH3:31])[N:10]=2)=CC=1.[OH-].[Na+].